This data is from Peptide-MHC class I binding affinity with 185,985 pairs from IEDB/IMGT. The task is: Regression. Given a peptide amino acid sequence and an MHC pseudo amino acid sequence, predict their binding affinity value. This is MHC class I binding data. (1) The peptide sequence is ALMRWRHPR. The MHC is HLA-A11:01 with pseudo-sequence HLA-A11:01. The binding affinity (normalized) is 0.790. (2) The peptide sequence is YTYSGLFCV. The MHC is HLA-A02:03 with pseudo-sequence HLA-A02:03. The binding affinity (normalized) is 0.899.